This data is from TCR-epitope binding with 47,182 pairs between 192 epitopes and 23,139 TCRs. The task is: Binary Classification. Given a T-cell receptor sequence (or CDR3 region) and an epitope sequence, predict whether binding occurs between them. (1) The epitope is TPRVTGGGAM. The TCR CDR3 sequence is CASSYVIYEQYF. Result: 1 (the TCR binds to the epitope). (2) The epitope is LLLGIGILV. The TCR CDR3 sequence is CASSPGPGELFF. Result: 1 (the TCR binds to the epitope). (3) The epitope is LLQTGIHVRVSQPSL. The TCR CDR3 sequence is CASIKLPSYEQYF. Result: 1 (the TCR binds to the epitope).